Dataset: Forward reaction prediction with 1.9M reactions from USPTO patents (1976-2016). Task: Predict the product of the given reaction. (1) Given the reactants [CH3:1][C:2]1([CH3:18])[O:7][C:6]2[C:8]3[CH:9]=[CH:10][CH:11]=[CH:12][C:13]=3[C:14]([C:16](=[O:17])[C:5]=2[CH2:4][CH2:3]1)=[O:15].OC1C(=O)C2C(C(=O)C=1)=CC=CC=2.BrCC=C(C)C.[I-].[Na+], predict the reaction product. The product is: [CH3:1][C:2]([CH3:18])=[CH:3][CH2:4][C:5]1[C:6](=[O:7])[C:8]2[CH:9]=[CH:10][CH:11]=[CH:12][C:13]=2[C:14](=[O:15])[C:16]=1[OH:17]. (2) The product is: [CH3:29][O:30][CH2:31][CH2:32][N:33]([CH2:2][C:3]1[CH:4]=[C:5]([CH:26]=[CH:27][N:28]=1)[C:6]([NH:8][C:9]1[S:10][C:11]2[C:17]([N:18]3[CH2:23][CH2:22][O:21][CH2:20][CH2:19]3)=[CH:16][CH:15]=[C:14]([O:24][CH3:25])[C:12]=2[N:13]=1)=[O:7])[CH3:34]. Given the reactants Cl[CH2:2][C:3]1[CH:4]=[C:5]([CH:26]=[CH:27][N:28]=1)[C:6]([NH:8][C:9]1[S:10][C:11]2[C:17]([N:18]3[CH2:23][CH2:22][O:21][CH2:20][CH2:19]3)=[CH:16][CH:15]=[C:14]([O:24][CH3:25])[C:12]=2[N:13]=1)=[O:7].[CH3:29][O:30][CH2:31][CH2:32][NH:33][CH3:34], predict the reaction product. (3) Given the reactants [Cl:1][C:2]1[C:3]([OH:25])=[C:4]([CH:12](O)[CH2:13][CH2:14][CH2:15][CH2:16][CH2:17][CH2:18][CH2:19][CH2:20][CH2:21][CH2:22][CH3:23])[C:5]([OH:11])=[C:6]([C:9]=1[CH3:10])[CH:7]=[O:8].P(=O)(O)(O)O, predict the reaction product. The product is: [Cl:1][C:2]1[C:3]([OH:25])=[C:4]([CH:12]=[CH:13][CH2:14][CH2:15][CH2:16][CH2:17][CH2:18][CH2:19][CH2:20][CH2:21][CH2:22][CH3:23])[C:5]([OH:11])=[C:6]([C:9]=1[CH3:10])[CH:7]=[O:8]. (4) Given the reactants C([O:3][C:4]([CH:6]1[CH2:11][CH2:10][CH2:9][N:8]([C:12]2[CH:17]=[CH:16][C:15]([C:18]([N:20]3[C:29]4[C:24](=[CH:25][CH:26]=[CH:27][CH:28]=4)[C@H:23]([N:30]([C:38](=[O:40])[CH3:39])[C:31]4[CH:36]=[CH:35][C:34]([Cl:37])=[CH:33][CH:32]=4)[CH2:22][C@@H:21]3[CH3:41])=[O:19])=[CH:14][CH:13]=2)[CH2:7]1)=[O:5])C.C(O)C.[OH-].[Li+], predict the reaction product. The product is: [C:38]([N:30]([C:31]1[CH:36]=[CH:35][C:34]([Cl:37])=[CH:33][CH:32]=1)[C@H:23]1[C:24]2[C:29](=[CH:28][CH:27]=[CH:26][CH:25]=2)[N:20]([C:18]([C:15]2[CH:14]=[CH:13][C:12]([N:8]3[CH2:9][CH2:10][CH2:11][CH:6]([C:4]([OH:5])=[O:3])[CH2:7]3)=[CH:17][CH:16]=2)=[O:19])[C@@H:21]([CH3:41])[CH2:22]1)(=[O:40])[CH3:39].